This data is from Reaction yield outcomes from USPTO patents with 853,638 reactions. The task is: Predict the reaction yield, written as a fraction of the theoretical maximum amount of product (1.0 means a 100% yield; for example, 0.34 means a 34% yield). (1) The reactants are C1C=CC2N(O)N=NC=2C=1.O.C(N(CC)C(C)C)(C)C.[CH3:21][C@H:22]([NH:26][C:27]([O:29][C:30]([CH3:33])([CH3:32])[CH3:31])=[O:28])[C:23]([OH:25])=O.Cl.CN(C)CCCN=C=NCC.[NH2:46][CH:47]1[N:53]=[C:52]([C:54]2[CH:59]=[CH:58][CH:57]=[CH:56][CH:55]=2)[C:51]2[CH:60]=[CH:61][CH:62]=[CH:63][C:50]=2[N:49]([CH2:64][CH2:65][CH2:66][C:67]([F:70])([F:69])[F:68])[C:48]1=[O:71]. The catalyst is C1COCC1.C(Cl)Cl. The product is [C:30]([O:29][C:27]([NH:26][C@H:22]([C:23]([NH:46][CH:47]1[N:53]=[C:52]([C:54]2[CH:55]=[CH:56][CH:57]=[CH:58][CH:59]=2)[C:51]2[CH:60]=[CH:61][CH:62]=[CH:63][C:50]=2[N:49]([CH2:64][CH2:65][CH2:66][C:67]([F:69])([F:68])[F:70])[C:48]1=[O:71])=[O:25])[CH3:21])=[O:28])([CH3:33])([CH3:32])[CH3:31]. The yield is 0.830. (2) The reactants are O=[C:2]([CH2:9][C:10]1[CH:15]=[C:14]([F:16])[C:13]([F:17])=[CH:12][C:11]=1[F:18])[CH2:3][C:4]([O:6][CH2:7][CH3:8])=[O:5].C([O-])(=O)C.[NH4+:23].CCCCCC. The catalyst is CO.C(OCC)(=O)C. The product is [NH2:23][C:2]([CH2:9][C:10]1[CH:15]=[C:14]([F:16])[C:13]([F:17])=[CH:12][C:11]=1[F:18])=[CH:3][C:4]([O:6][CH2:7][CH3:8])=[O:5]. The yield is 0.800. (3) The reactants are [Br-].[O:2]1[CH2:6][CH2:5][O:4][CH:3]1[CH2:7][CH2:8][P+](C1C=CC=CC=1)(C1C=CC=CC=1)C1C=CC=CC=1.[H-].[Na+].[F:30][C:31]1[CH:32]=[CH:33][C:34]([O:39][CH3:40])=[C:35]([CH:38]=1)[CH:36]=O.[Cl-].[NH4+]. The catalyst is C1COCC1. The product is [F:30][C:31]1[CH:32]=[CH:33][C:34]([O:39][CH3:40])=[C:35]([CH:36]=[CH:8][CH:7]2[O:2][CH2:6][CH2:5][O:4][CH2:3]2)[CH:38]=1. The yield is 0.660. (4) The reactants are [NH2:1][C:2]1[C:6]([C:7]([O:9]CC)=O)=[CH:5][N:4]([CH2:12][C:13]2[CH:18]=[CH:17][C:16]([O:19][CH3:20])=[CH:15][CH:14]=2)[N:3]=1.C[Al](C)C.Cl.[CH3:26][NH:27][O:28][CH3:29]. The catalyst is C(Cl)Cl. The product is [NH2:1][C:2]1[C:6]([C:7]([N:27]([O:28][CH3:29])[CH3:26])=[O:9])=[CH:5][N:4]([CH2:12][C:13]2[CH:14]=[CH:15][C:16]([O:19][CH3:20])=[CH:17][CH:18]=2)[N:3]=1. The yield is 0.570. (5) The reactants are CS(O[C@H:6]1[CH2:30][CH2:29][C@@:28]2([CH3:31])[C:8](=[CH:9][CH2:10][C@@H:11]3[C@@H:27]2[CH2:26][CH2:25][C@@:24]2([CH3:32])[C@H:12]3[CH2:13][CH2:14][C@@H:15]2[C@H:16]([CH3:23])[CH2:17][CH2:18][CH2:19][CH:20]([CH3:22])[CH3:21])[CH2:7]1)(=O)=O.[Si]([N:37]=[N+:38]=[N-:39])(C)(C)C.B(F)(F)F.CCOCC.C([O-])(O)=O.[Na+]. The catalyst is C(Cl)Cl. The product is [N:37]([C@H:6]1[CH2:30][CH2:29][C@@:28]2([CH3:31])[C:8](=[CH:9][CH2:10][C@@H:11]3[C@@H:27]2[CH2:26][CH2:25][C@@:24]2([CH3:32])[C@H:12]3[CH2:13][CH2:14][C@@H:15]2[C@H:16]([CH3:23])[CH2:17][CH2:18][CH2:19][CH:20]([CH3:22])[CH3:21])[CH2:7]1)=[N+:38]=[N-:39]. The yield is 0.941.